This data is from Peptide-MHC class II binding affinity with 134,281 pairs from IEDB. The task is: Regression. Given a peptide amino acid sequence and an MHC pseudo amino acid sequence, predict their binding affinity value. This is MHC class II binding data. (1) The peptide sequence is QNSLSTEWAPCSVT. The MHC is DRB1_0401 with pseudo-sequence DRB1_0401. The binding affinity (normalized) is 0.0654. (2) The peptide sequence is EIGAVALDYPSGTSG. The MHC is DRB1_0301 with pseudo-sequence DRB1_0301. The binding affinity (normalized) is 0.692. (3) The peptide sequence is KGSNEKHLAVLVKYE. The MHC is DRB1_0401 with pseudo-sequence DRB1_0401. The binding affinity (normalized) is 0.108. (4) The peptide sequence is AFVATTNPWASQEG. The MHC is DRB1_0301 with pseudo-sequence DRB1_0301. The binding affinity (normalized) is 0. (5) The peptide sequence is MAFQEMENFLGPIAV. The MHC is DRB1_0701 with pseudo-sequence DRB1_0701. The binding affinity (normalized) is 0.640.